This data is from Full USPTO retrosynthesis dataset with 1.9M reactions from patents (1976-2016). The task is: Predict the reactants needed to synthesize the given product. (1) Given the product [CH2:19]([N:9]1[CH2:10][C@@H:11]([CH2:12][C:13]2[CH:14]=[CH:15][CH:16]=[CH:17][CH:18]=2)[C@@H:7]([CH2:5][NH:4][CH:1]([CH3:3])[CH3:2])[CH2:8]1)[C:20]1[CH:21]=[CH:22][CH:23]=[CH:24][CH:25]=1, predict the reactants needed to synthesize it. The reactants are: [CH:1]([NH:4][C:5]([C@@H:7]1[C@H:11]([CH2:12][C:13]2[CH:18]=[CH:17][CH:16]=[CH:15][CH:14]=2)[CH2:10][N:9]([CH2:19][C:20]2[CH:25]=[CH:24][CH:23]=[CH:22][CH:21]=2)[CH2:8]1)=O)([CH3:3])[CH3:2]. (2) Given the product [CH3:16][O:15][C:4]1[CH:3]=[C:2]([NH:35][CH2:34][C:31]2[CH:32]=[CH:33][C:28]([O:27][CH3:26])=[CH:29][CH:30]=2)[C:11]([N+:12]([O-:14])=[O:13])=[CH:10][C:5]=1[C:6]([O:8][CH3:9])=[O:7], predict the reactants needed to synthesize it. The reactants are: F[C:2]1[C:11]([N+:12]([O-:14])=[O:13])=[CH:10][C:5]([C:6]([O:8][CH3:9])=[O:7])=[C:4]([O:15][CH3:16])[CH:3]=1.CCN(C(C)C)C(C)C.[CH3:26][O:27][C:28]1[CH:33]=[CH:32][C:31]([CH2:34][NH2:35])=[CH:30][CH:29]=1. (3) Given the product [CH3:14][O:15][C:16]1[CH:17]=[C:18]([CH:21]=[CH:22][CH:23]=1)[CH2:19][NH:9][C:8]1[CH:10]=[CH:11][CH:12]=[CH:13][C:7]=1[N:1]1[CH2:6][CH2:5][CH2:4][CH2:3][CH2:2]1, predict the reactants needed to synthesize it. The reactants are: [N:1]1([C:7]2[CH:13]=[CH:12][CH:11]=[CH:10][C:8]=2[NH2:9])[CH2:6][CH2:5][CH2:4][CH2:3][CH2:2]1.[CH3:14][O:15][C:16]1[CH:17]=[C:18]([CH:21]=[CH:22][CH:23]=1)[CH2:19]Br.C(=O)([O-])[O-].[K+].[K+].NC1C=CC=CC=1. (4) Given the product [F:10][C:11]1[CH:30]=[CH:29][C:14]([O:15][C:16]2[CH:17]=[CH:18][C:19]([C:22]3[C:23]4=[N:28][S:6](=[O:8])(=[O:7])[CH2:5][CH2:4][N:24]4[CH:25]=[CH:26][CH:27]=3)=[CH:20][CH:21]=2)=[CH:13][C:12]=1[CH3:31], predict the reactants needed to synthesize it. The reactants are: [H-].[Na+].Cl[CH2:4][CH2:5][S:6](Cl)(=[O:8])=[O:7].[F:10][C:11]1[CH:30]=[CH:29][C:14]([O:15][C:16]2[CH:21]=[CH:20][C:19]([C:22]3[C:23]([NH2:28])=[N:24][CH:25]=[CH:26][CH:27]=3)=[CH:18][CH:17]=2)=[CH:13][C:12]=1[CH3:31]. (5) Given the product [C:1]([O:7][CH2:8][N:9]1[C:13]2[N:14]=[CH:15][N:16]=[C:17]([C:27]3[CH:26]=[N:25][N:24]([CH:22]([O:21][CH2:19][CH3:20])[CH3:23])[CH:28]=3)[C:12]=2[CH:11]=[CH:10]1)(=[O:6])[C:2]([CH3:5])([CH3:4])[CH3:3], predict the reactants needed to synthesize it. The reactants are: [C:1]([O:7][CH2:8][N:9]1[C:13]2[N:14]=[CH:15][N:16]=[C:17](Cl)[C:12]=2[CH:11]=[CH:10]1)(=[O:6])[C:2]([CH3:5])([CH3:4])[CH3:3].[CH2:19]([O:21][CH:22]([N:24]1[CH:28]=[C:27](B2OC(C)(C)C(C)(C)O2)[CH:26]=[N:25]1)[CH3:23])[CH3:20].C(=O)([O-])[O-].[K+].[K+]. (6) Given the product [OH:1][C:2]1[CH:24]=[CH:23][CH:22]=[CH:21][C:3]=1[CH2:4][N:5]1[CH2:6][CH2:7][N:8]([C@@H:9]([C:10]([CH3:13])([CH3:12])[CH3:11])[C:14]([O:16][C:17]([CH3:18])([CH3:20])[CH3:19])=[O:15])[C:25]1=[O:26], predict the reactants needed to synthesize it. The reactants are: [OH:1][C:2]1[CH:24]=[CH:23][CH:22]=[CH:21][C:3]=1[CH2:4][NH:5][CH2:6][CH2:7][NH:8][C@H:9]([C:14]([O:16][C:17]([CH3:20])([CH3:19])[CH3:18])=[O:15])[C:10]([CH3:13])([CH3:12])[CH3:11].[C:25](=O)(ON1C(=O)CCC1=O)[O:26]N1C(=O)CCC1=O.C(N(CC)CC)C. (7) Given the product [CH3:1][O:2][C:3]1[C:8]2[N:9]=[C:10]([C:25]([C@H:22]3[CH2:21][CH2:20][C@H:19]([NH:18][CH2:17][C:40]4[CH:41]=[CH:42][C:36]5[S:35][CH2:34][C:33](=[O:32])[NH:38][C:37]=5[CH:39]=4)[CH2:24][CH2:23]3)=[O:30])[S:11][C:7]=2[CH:6]=[CH:5][CH:4]=1, predict the reactants needed to synthesize it. The reactants are: [CH3:1][O:2][C:3]1[C:8]2[N:9]=[CH:10][S:11][C:7]=2[CH:6]=[CH:5][CH:4]=1.C(O[C:17](=O)[NH:18][C@H:19]1[CH2:24][CH2:23][C@H:22]([C:25](=[O:30])N(OC)C)[CH2:21][CH2:20]1)(C)(C)C.[O:32]=[C:33]1[NH:38][C:37]2[CH:39]=[C:40](C=O)[CH:41]=[CH:42][C:36]=2[S:35][CH2:34]1. (8) Given the product [Cl:1][C:2]1[CH:9]=[CH:8][C:7]([N+:10]([O-:12])=[O:11])=[CH:6][C:3]=1[CH2:4][N:14]([CH3:15])[CH3:13], predict the reactants needed to synthesize it. The reactants are: [Cl:1][C:2]1[CH:9]=[CH:8][C:7]([N+:10]([O-:12])=[O:11])=[CH:6][C:3]=1[CH:4]=O.[CH3:13][NH:14][CH3:15].